Dataset: Reaction yield outcomes from USPTO patents with 853,638 reactions. Task: Predict the reaction yield, written as a fraction of the theoretical maximum amount of product (1.0 means a 100% yield; for example, 0.34 means a 34% yield). (1) The catalyst is C(Cl)Cl. The yield is 0.640. The product is [CH3:21][C:19]1[S:18][C:7]2[NH:8][C:9]([CH3:10])=[C:5]([CH2:4][C:3]([O:2][CH3:1])=[O:22])[C:6]=2[CH:20]=1. The reactants are [CH3:1][O:2][C:3](=[O:22])[CH2:4][C:5]1[C:6]2[CH:20]=[C:19]([CH3:21])[S:18][C:7]=2[N:8](C(OC(C)(C)C)=O)[C:9]=1[CH3:10]. (2) The catalyst is C1COCC1. The yield is 0.680. The reactants are F[C:2]1[C:7]([C:8]2[N:13]=[C:12]([CH3:14])[N:11]=[C:10]([N:15]([CH2:25][C:26]3[CH:31]=[CH:30][C:29]([O:32][CH3:33])=[CH:28][CH:27]=3)[CH2:16][C:17]3[CH:22]=[CH:21][C:20]([O:23][CH3:24])=[CH:19][CH:18]=3)[N:9]=2)=[CH:6][CH:5]=[CH:4][N:3]=1.[NH2:34][C:35]1[CH:36]=[CH:37][C:38]([NH:41][C:42](=[O:48])[O:43][C:44]([CH3:47])([CH3:46])[CH3:45])=[N:39][CH:40]=1.[Li+].C[Si]([N-][Si](C)(C)C)(C)C. The product is [CH3:24][O:23][C:20]1[CH:21]=[CH:22][C:17]([CH2:16][N:15]([CH2:25][C:26]2[CH:31]=[CH:30][C:29]([O:32][CH3:33])=[CH:28][CH:27]=2)[C:10]2[N:11]=[C:12]([CH3:14])[N:13]=[C:8]([C:7]3[C:2]([NH:34][C:35]4[CH:36]=[CH:37][C:38]([NH:41][C:42](=[O:48])[O:43][C:44]([CH3:46])([CH3:45])[CH3:47])=[N:39][CH:40]=4)=[N:3][CH:4]=[CH:5][CH:6]=3)[N:9]=2)=[CH:18][CH:19]=1. (3) The reactants are [N:1]1([C:7]2[C:8]3[N:16]=[C:15]([C:17]4[CH:22]=[CH:21][C:20]([CH3:23])=[CH:19][CH:18]=4)[S:14][C:9]=3[N:10]=[C:11]([NH2:13])[N:12]=2)[CH2:6][CH2:5][NH:4][CH2:3][CH2:2]1.[Cl:24][C:25]1[CH:35]=[CH:34][C:28]([O:29][CH2:30][C:31](O)=[O:32])=[CH:27][CH:26]=1. No catalyst specified. The product is [NH2:13][C:11]1[N:12]=[C:7]([N:1]2[CH2:2][CH2:3][N:4]([C:31](=[O:32])[CH2:30][O:29][C:28]3[CH:34]=[CH:35][C:25]([Cl:24])=[CH:26][CH:27]=3)[CH2:5][CH2:6]2)[C:8]2[N:16]=[C:15]([C:17]3[CH:22]=[CH:21][C:20]([CH3:23])=[CH:19][CH:18]=3)[S:14][C:9]=2[N:10]=1. The yield is 0.320. (4) The reactants are [ClH:1].Cl.Cl.[NH:4]1[CH2:9][CH2:8][CH:7]([O:10][C:11]2[CH:16]=[CH:15][C:14]([NH:17][CH2:18]/[CH:19]=[CH:20]/[C:21]3[CH:22]=[C:23]([CH:27]=[CH:28][CH:29]=3)[C:24]([NH2:26])=[NH:25])=[CH:13][CH:12]=2)[CH2:6][CH2:5]1.Cl.[C:31](=[NH:36])(OCC)[CH3:32].C(N(CC)CC)C.Cl. The catalyst is CO.O1CCOCC1. The product is [ClH:1].[ClH:1].[ClH:1].[C:31]([N:4]1[CH2:9][CH2:8][CH:7]([O:10][C:11]2[CH:16]=[CH:15][C:14]([NH:17][CH2:18]/[CH:19]=[CH:20]/[C:21]3[CH:22]=[C:23]([CH:27]=[CH:28][CH:29]=3)[C:24]([NH2:26])=[NH:25])=[CH:13][CH:12]=2)[CH2:6][CH2:5]1)(=[NH:36])[CH3:32]. The yield is 0.720. (5) The reactants are [N:1]1([CH2:6][CH2:7][O:8][C:9]2[CH:18]=[C:17]3[C:12]([C:13](=[O:27])[N:14](COC(=O)C(C)(C)C)[CH:15]=[N:16]3)=[CH:11][C:10]=2[O:28][CH3:29])[CH:5]=[CH:4][N:3]=[CH:2]1. The catalyst is N. The product is [N:1]1([CH2:6][CH2:7][O:8][C:9]2[CH:18]=[C:17]3[C:12]([C:13](=[O:27])[NH:14][CH:15]=[N:16]3)=[CH:11][C:10]=2[O:28][CH3:29])[CH:5]=[CH:4][N:3]=[CH:2]1. The yield is 0.900.